From a dataset of Forward reaction prediction with 1.9M reactions from USPTO patents (1976-2016). Predict the product of the given reaction. (1) Given the reactants [CH2:1]([O:8][CH2:9][CH:10]1[CH2:12][O:11]1)[C:2]1[CH:7]=[CH:6][CH:5]=[CH:4][CH:3]=1.[NH4+].[Cl-].[N-:15]=[N+:16]=[N-:17].[Na+], predict the reaction product. The product is: [N:15]([CH2:12][CH:10]([OH:11])[CH2:9][O:8][CH2:1][C:2]1[CH:7]=[CH:6][CH:5]=[CH:4][CH:3]=1)=[N+:16]=[N-:17]. (2) Given the reactants [CH3:1][CH:2]([CH3:34])[C:3]([NH:5][C:6]1[CH:11]=[CH:10][CH:9]=[C:8]([CH:12]2[CH2:17][CH2:16][N:15]([CH2:18][CH2:19][CH2:20][CH2:21][C:22](=O)[C:23]3[CH:28]=[CH:27][C:26]([C:29]([F:32])([F:31])[F:30])=[CH:25][CH:24]=3)[CH2:14][CH2:13]2)[CH:7]=1)=[O:4].Cl.[CH3:36][O:37][C:38]1[CH:43]=[CH:42][C:41]([NH:44]N)=[CH:40][CH:39]=1, predict the reaction product. The product is: [CH3:36][O:37][C:38]1[CH:39]=[C:40]2[C:41](=[CH:42][CH:43]=1)[NH:44][C:22]([C:23]1[CH:28]=[CH:27][C:26]([C:29]([F:31])([F:32])[F:30])=[CH:25][CH:24]=1)=[C:21]2[CH2:20][CH2:19][CH2:18][N:15]1[CH2:14][CH2:13][CH:12]([C:8]2[CH:7]=[C:6]([NH:5][C:3](=[O:4])[CH:2]([CH3:34])[CH3:1])[CH:11]=[CH:10][CH:9]=2)[CH2:17][CH2:16]1. (3) Given the reactants [F:1][C:2]1[CH:23]=[CH:22][C:5]([CH2:6][N:7]2[CH2:21][CH2:20][N:10]3[C:11]4[N:19]=[CH:18][CH:17]=[CH:16][C:12]=4[NH:13][CH2:14][CH2:15][CH:9]3[CH2:8]2)=[CH:4][CH:3]=1.[CH:24]1([C:28](Cl)=[O:29])[CH2:27][CH2:26][CH2:25]1, predict the reaction product. The product is: [CH:24]1([C:28]([N:13]2[CH2:14][CH2:15][CH:9]3[CH2:8][N:7]([CH2:6][C:5]4[CH:22]=[CH:23][C:2]([F:1])=[CH:3][CH:4]=4)[CH2:21][CH2:20][N:10]3[C:11]3[N:19]=[CH:18][CH:17]=[CH:16][C:12]2=3)=[O:29])[CH2:27][CH2:26][CH2:25]1. (4) The product is: [NH2:24][S:21]([C:15]1[CH:14]=[CH:13][C:18]([N:19]2[C:3](=[O:4])[CH2:5][C:6]([CH2:8][C:9]([O:11][CH3:12])=[O:10])=[N:20]2)=[CH:17][CH:16]=1)(=[O:23])=[O:22]. Given the reactants CO[C:3]([CH2:5][C:6]([CH2:8][C:9]([O:11][CH3:12])=[O:10])=O)=[O:4].[CH:13]1[C:18]([NH:19][NH2:20])=[CH:17][CH:16]=[C:15]([S:21]([NH2:24])(=[O:23])=[O:22])[CH:14]=1.Cl.C(=O)(O)[O-].[Na+], predict the reaction product. (5) The product is: [C:5]1([C:8]2[C:9]3[C:14](=[CH:13][CH:12]=[CH:11][CH:10]=3)[C:15]([C:22]3[CH:23]=[CH:24][C:25]([B:33]([OH:38])[OH:34])=[CH:26][CH:27]=3)=[C:16]3[C:21]=2[CH:20]=[CH:19][CH:18]=[CH:17]3)[CH:6]=[CH:7][CH:2]=[CH:3][CH:4]=1. Given the reactants Br[C:2]1[CH:7]=[CH:6][C:5]([C:8]2[C:9]3[C:14]([C:15]([C:22]4[CH:27]=[CH:26][CH:25]=[CH:24][CH:23]=4)=[C:16]4[C:21]=2[CH:20]=[CH:19][CH:18]=[CH:17]4)=[CH:13][CH:12]=[CH:11][CH:10]=3)=[CH:4][CH:3]=1.C([Li])CCC.[B:33]([O:38]C)(OC)[O:34]C.Cl, predict the reaction product. (6) Given the reactants CN1CCOCC1.[N+:8]([C:11]1[CH:16]=[CH:15][C:14]([C:17]2[N:18]=[C:19]([C:22]([O:24]CC)=O)[S:20][CH:21]=2)=[CH:13][CH:12]=1)([O-:10])=[O:9].ClC(OCC(C)C)=O.Cl.[CH3:36][O:37][C:38](=[O:44])[C@H:39]([CH:41]([CH3:43])[CH3:42])[NH2:40], predict the reaction product. The product is: [CH3:42][CH:41]([CH3:43])[CH:39]([NH:40][C:22]([C:19]1[S:20][CH:21]=[C:17]([C:14]2[CH:13]=[CH:12][C:11]([N+:8]([O-:10])=[O:9])=[CH:16][CH:15]=2)[N:18]=1)=[O:24])[C:38]([O:37][CH3:36])=[O:44].